Predict the reactants needed to synthesize the given product. From a dataset of Retrosynthesis with 50K atom-mapped reactions and 10 reaction types from USPTO. (1) Given the product COc1ccc(C2=NN(C3CCN(C(=O)[C@H](NC(=O)OC(C)(C)C)C(C)C)CC3)C(=O)[C@@H]3CCCC[C@H]23)cc1OC, predict the reactants needed to synthesize it. The reactants are: CC(C)[C@@H](NC(=O)OC(C)(C)C)C(=O)O.COc1ccc(C2=NN(C3CCNCC3)C(=O)[C@@H]3CCCC[C@H]23)cc1OC. (2) Given the product COCOc1ccc(C#N)cc1OC, predict the reactants needed to synthesize it. The reactants are: COCCl.COc1cc(C#N)ccc1O. (3) Given the product C[C@]12CC[C@@H]3c4ccc(C(=O)O)cc4CC[C@H]3[C@@H]1C/C(=C\c1cccc(C(N)=O)c1)[C@@H]2O, predict the reactants needed to synthesize it. The reactants are: C[C@]12CC[C@@H]3c4ccc(C(=O)O)cc4CC[C@H]3[C@@H]1C/C(=C\c1cccc(C(N)=O)c1)C2=O. (4) Given the product CN[C@H](Cc1ccc2ccccc2c1)C(=O)N1CCc2ccccc2C1, predict the reactants needed to synthesize it. The reactants are: CN(C(=O)OC(C)(C)C)[C@H](Cc1ccc2ccccc2c1)C(=O)N1CCc2ccccc2C1. (5) Given the product COc1cc(NC(=O)c2ccc(C(F)(F)F)cc2F)ccn1, predict the reactants needed to synthesize it. The reactants are: COc1cc(N)ccn1.O=C(Cl)c1ccc(C(F)(F)F)cc1F. (6) Given the product OC1CCc2cccc(Nc3nc4cc(Br)ccc4[nH]3)c2C1, predict the reactants needed to synthesize it. The reactants are: Clc1nc2cc(Br)ccc2[nH]1.Nc1cccc2c1CC(O)CC2. (7) Given the product O=C1C(=S(=O)=O)C(C2CCCCC2)C(=O)N1c1ccccc1, predict the reactants needed to synthesize it. The reactants are: O=C(Nc1ccccc1)C(C(C(=O)O)C1CCCCC1)=S(=O)=O.